Regression. Given two drug SMILES strings and cell line genomic features, predict the synergy score measuring deviation from expected non-interaction effect. From a dataset of Merck oncology drug combination screen with 23,052 pairs across 39 cell lines. (1) Drug 1: CS(=O)(=O)CCNCc1ccc(-c2ccc3ncnc(Nc4ccc(OCc5cccc(F)c5)c(Cl)c4)c3c2)o1. Drug 2: Cn1c(=O)n(-c2ccc(C(C)(C)C#N)cc2)c2c3cc(-c4cnc5ccccc5c4)ccc3ncc21. Cell line: OCUBM. Synergy scores: synergy=31.7. (2) Drug 1: O=S1(=O)NC2(CN1CC(F)(F)F)C1CCC2Cc2cc(C=CCN3CCC(C(F)(F)F)CC3)ccc2C1. Drug 2: COC1=C2CC(C)CC(OC)C(O)C(C)C=C(C)C(OC(N)=O)C(OC)C=CC=C(C)C(=O)NC(=CC1=O)C2=O. Cell line: A2058. Synergy scores: synergy=2.35. (3) Drug 1: CN1C(=O)C=CC2(C)C3CCC4(C)C(NC(=O)OCC(F)(F)F)CCC4C3CCC12. Drug 2: CC(=O)OC1C(=O)C2(C)C(O)CC3OCC3(OC(C)=O)C2C(OC(=O)c2ccccc2)C2(O)CC(OC(=O)C(O)C(NC(=O)c3ccccc3)c3ccccc3)C(C)=C1C2(C)C. Cell line: NCIH520. Synergy scores: synergy=2.05. (4) Drug 1: CN(Cc1cnc2nc(N)nc(N)c2n1)c1ccc(C(=O)NC(CCC(=O)O)C(=O)O)cc1. Drug 2: C=CCn1c(=O)c2cnc(Nc3ccc(N4CCN(C)CC4)cc3)nc2n1-c1cccc(C(C)(C)O)n1. Cell line: HT29. Synergy scores: synergy=-19.6. (5) Drug 1: Cc1nc(Nc2ncc(C(=O)Nc3c(C)cccc3Cl)s2)cc(N2CCN(CCO)CC2)n1. Drug 2: CC1(c2nc3c(C(N)=O)cccc3[nH]2)CCCN1. Cell line: NCIH23. Synergy scores: synergy=1.82. (6) Synergy scores: synergy=-11.6. Drug 1: NC(=O)c1cccc2cn(-c3ccc(C4CCCNC4)cc3)nc12. Drug 2: CCc1cnn2c(NCc3ccc[n+]([O-])c3)cc(N3CCCCC3CCO)nc12. Cell line: NCIH520. (7) Drug 1: O=C(O)C1(Cc2cccc(Nc3nccs3)n2)CCC(Oc2cccc(Cl)c2F)CC1. Drug 2: NC(=O)c1cccc2cn(-c3ccc(C4CCCNC4)cc3)nc12. Cell line: LNCAP. Synergy scores: synergy=-22.6. (8) Synergy scores: synergy=0.627. Drug 2: CCc1c2c(nc3ccc(O)cc13)-c1cc3c(c(=O)n1C2)COC(=O)C3(O)CC. Drug 1: O=C(O)C1(Cc2cccc(Nc3nccs3)n2)CCC(Oc2cccc(Cl)c2F)CC1. Cell line: HCT116. (9) Drug 1: CN1C(=O)C=CC2(C)C3CCC4(C)C(NC(=O)OCC(F)(F)F)CCC4C3CCC12. Drug 2: Cn1cc(-c2cnn3c(N)c(Br)c(C4CCCNC4)nc23)cn1. Cell line: UWB1289. Synergy scores: synergy=-14.3. (10) Cell line: HT29. Drug 2: CCC1(O)C(=O)OCc2c1cc1n(c2=O)Cc2cc3c(CN(C)C)c(O)ccc3nc2-1. Drug 1: Cc1nc(Nc2ncc(C(=O)Nc3c(C)cccc3Cl)s2)cc(N2CCN(CCO)CC2)n1. Synergy scores: synergy=6.54.